This data is from Full USPTO retrosynthesis dataset with 1.9M reactions from patents (1976-2016). The task is: Predict the reactants needed to synthesize the given product. (1) Given the product [Br:17][C:18]1[CH:23]=[CH:22][C:21]([O:24][CH2:2][C:3]2[C:8]([CH3:9])=[CH:7][CH:6]=[CH:5][C:4]=2[N:10]2[C:14](=[O:15])[N:13]([CH3:16])[N:12]=[N:11]2)=[C:20]([CH2:25][CH3:26])[CH:19]=1, predict the reactants needed to synthesize it. The reactants are: Br[CH2:2][C:3]1[C:8]([CH3:9])=[CH:7][CH:6]=[CH:5][C:4]=1[N:10]1[C:14](=[O:15])[N:13]([CH3:16])[N:12]=[N:11]1.[Br:17][C:18]1[CH:23]=[CH:22][C:21]([OH:24])=[C:20]([CH2:25][CH3:26])[CH:19]=1.C(=O)([O-])[O-].[K+].[K+].C(#N)C. (2) Given the product [Cl:1][C:2]1[CH:7]=[C:6]([Cl:8])[CH:5]=[CH:4][C:3]=1[C:9]1[C:31](=[O:34])[N:30]([CH3:33])[C:12]2[N:13]([CH3:29])[C:14]3[C:19]([C:11]=2[CH:10]=1)=[CH:18][C:17]([C:20]1[NH:35][N:36]=[C:22]([CH2:23][N:24]([CH3:26])[CH3:25])[CH:21]=1)=[CH:16][CH:15]=3, predict the reactants needed to synthesize it. The reactants are: [Cl:1][C:2]1[CH:7]=[C:6]([Cl:8])[CH:5]=[CH:4][C:3]=1[C:9]1[C:31](=O)[N:30]([CH3:33])[C:12]2[N:13]([CH3:29])[C:14]3[C:19]([C:11]=2[CH:10]=1)=[CH:18][C:17]([C:20](=O)[CH2:21][C:22](=O)[CH2:23][N:24]([CH3:26])[CH3:25])=[CH:16][CH:15]=3.[OH2:34].[NH2:35][NH2:36]. (3) Given the product [CH3:27][O:28][C:29]1[CH:30]=[C:31]2[C:36](=[CH:37][CH:38]=1)[CH:35]=[C:34]([O:39][CH2:2][C:3]1([C:14]([O:16][CH2:17][CH3:18])=[O:15])[CH2:6][N:5]([C:7]([O:9][C:10]([CH3:13])([CH3:12])[CH3:11])=[O:8])[CH2:4]1)[CH:33]=[CH:32]2, predict the reactants needed to synthesize it. The reactants are: Cl[CH2:2][C:3]1([C:14]([O:16][CH2:17][CH3:18])=[O:15])[CH2:6][N:5]([C:7]([O:9][C:10]([CH3:13])([CH3:12])[CH3:11])=[O:8])[CH2:4]1.C(=O)([O-])[O-].[K+].[K+].[I-].[Na+].[CH3:27][O:28][C:29]1[CH:30]=[C:31]2[C:36](=[CH:37][CH:38]=1)[CH:35]=[C:34]([OH:39])[CH:33]=[CH:32]2. (4) Given the product [CH:23]1[C:24]2[C:25]3[C:30](=[CH:29][CH:28]=[CH:27][CH:26]=3)[C:31]3[C:36](=[CH:35][CH:34]=[CH:33][CH:32]=3)[C:37]=2[CH:38]=[CH:39][C:22]=1[C:21]1[C:16]2[O:15][C:14]3[C:9]([C:53]4[CH:54]=[C:49]([N:48]5[C:44]6[CH:45]=[CH:46][CH:47]=[CH:42][C:43]=6[C:55]6[C:60]5=[CH:59][CH:58]=[CH:57][CH:56]=6)[CH:50]=[CH:51][CH:52]=4)=[CH:10][CH:11]=[CH:12][C:13]=3[C:17]=2[CH:18]=[CH:19][CH:20]=1, predict the reactants needed to synthesize it. The reactants are: CC1(C)C(C)(C)OB([C:9]2[C:14]3[O:15][C:16]4[C:21]([C:22]5[CH:39]=[CH:38][C:37]6[C:36]7[C:31](=[CH:32][CH:33]=[CH:34][CH:35]=7)[C:30]7[C:25](=[CH:26][CH:27]=[CH:28][CH:29]=7)[C:24]=6[CH:23]=5)=[CH:20][CH:19]=[CH:18][C:17]=4[C:13]=3[CH:12]=[CH:11][CH:10]=2)O1.Br[C:42]1[CH:43]=[C:44]([N:48]2[C:60]3[CH:59]=[CH:58][CH:57]=[CH:56][C:55]=3[C:54]3[C:49]2=[CH:50][CH:51]=[CH:52][CH:53]=3)[CH:45]=[CH:46][CH:47]=1.C1(P(C2CCCCC2)C2C=CC=CC=2C2C(OC)=CC=CC=2OC)CCCCC1.[O-]P([O-])([O-])=O.[K+].[K+].[K+]. (5) Given the product [C:1]([O:5][C:6]([N:8]1[CH2:13][CH2:12][CH:11]([NH:14][CH2:20][C:19]2[CH:22]=[CH:23][C:16]([F:15])=[C:17]([N+:24]([O-:26])=[O:25])[CH:18]=2)[CH2:10][CH2:9]1)=[O:7])([CH3:4])([CH3:2])[CH3:3], predict the reactants needed to synthesize it. The reactants are: [C:1]([O:5][C:6]([N:8]1[CH2:13][CH2:12][CH:11]([NH2:14])[CH2:10][CH2:9]1)=[O:7])([CH3:4])([CH3:3])[CH3:2].[F:15][C:16]1[CH:23]=[CH:22][C:19]([CH:20]=O)=[CH:18][C:17]=1[N+:24]([O-:26])=[O:25].[BH4-].[Na+].C(O)(=O)C. (6) Given the product [Cl:1][C:2]1[C:7]([C:8]([F:11])([F:9])[F:10])=[CH:6][N:5]=[C:4]2[NH:12][CH:13]=[C:14]([NH2:15])[C:3]=12, predict the reactants needed to synthesize it. The reactants are: [Cl:1][C:2]1[C:7]([C:8]([F:11])([F:10])[F:9])=[CH:6][N:5]=[C:4]2[NH:12][CH:13]=[C:14]([N+:15]([O-])=O)[C:3]=12.[OH-].[Na+]. (7) The reactants are: C([O-])([O-])=O.[Cs+].[Cs+].Br[C:8]1[CH:9]=[C:10]2[C:20](=[CH:21][C:22]=1[CH3:23])[O:19][C:13]1([CH2:18][CH2:17][CH2:16][O:15][CH2:14]1)[CH2:12][C:11]2=[O:24].[C:25]([C:27]1[CH:28]=[C:29](B(O)O)[CH:30]=[CH:31][CH:32]=1)#[N:26].N#N. Given the product [CH3:23][C:22]1[CH:21]=[C:20]2[C:10]([C:11](=[O:24])[CH2:12][C:13]3([O:19]2)[CH2:18][CH2:17][CH2:16][O:15][CH2:14]3)=[CH:9][C:8]=1[C:31]1[CH:32]=[C:27]([CH:28]=[CH:29][CH:30]=1)[C:25]#[N:26], predict the reactants needed to synthesize it.